From a dataset of Catalyst prediction with 721,799 reactions and 888 catalyst types from USPTO. Predict which catalyst facilitates the given reaction. (1) Reactant: [S:1]1[CH2:6][CH2:5][CH:4]([NH2:7])[CH2:3][CH2:2]1.[Cl:8][C:9]1[N:14]=[CH:13][C:12]([S:15](Cl)(=[O:17])=[O:16])=[CH:11][CH:10]=1.C(N(CC)CC)C. Product: [Cl:8][C:9]1[N:14]=[CH:13][C:12]([S:15]([NH:7][CH:4]2[CH2:5][CH2:6][S:1][CH2:2][CH2:3]2)(=[O:17])=[O:16])=[CH:11][CH:10]=1. The catalyst class is: 22. (2) Reactant: [Cl:1][C:2]1[C:10]([O:11]C)=[CH:9][CH:8]=[CH:7][C:3]=1[C:4]([OH:6])=[O:5].Br. Product: [Cl:1][C:2]1[C:10]([OH:11])=[CH:9][CH:8]=[CH:7][C:3]=1[C:4]([OH:6])=[O:5]. The catalyst class is: 15. (3) Reactant: [C:1]([O:8][CH3:9])(=[O:7])[CH2:2][CH2:3][CH2:4][CH2:5][CH3:6].C1(=O)[O:16][CH:14]([CH3:15])CCC1.CN(C1C=CC2C=C(C(C3CCC(C(O)=O)CC3)=[O:32])C=CC=2C=1)C.C1OC1.B(F)(F)F.CCOCC.[Na+].[Cl-]. Product: [OH:32][CH2:15][CH2:14][O:16][CH2:6][CH2:5][CH2:4][CH2:3][CH2:2][C:1]([O:8][CH3:9])=[O:7]. The catalyst class is: 2. (4) Reactant: C[O:2][C:3]1[CH:8]=[CH:7][CH:6]=[CH:5][C:4]=1[N:9]1[CH2:14][CH2:13][CH:12]([CH2:15][NH:16][CH2:17][C@@H:18]2[O:23][C:22]3[CH:24]=[C:25]([C:28]([F:31])([F:30])[F:29])[CH:26]=[CH:27][C:21]=3[O:20][CH2:19]2)[CH2:11][CH2:10]1.Cl.N1C=CC=CC=1.N. Product: [F:31][C:28]([F:29])([F:30])[C:25]1[CH:26]=[CH:27][C:21]2[O:20][CH2:19][C@H:18]([CH2:17][NH:16][CH2:15][CH:12]3[CH2:13][CH2:14][N:9]([C:4]4[CH:5]=[CH:6][CH:7]=[CH:8][C:3]=4[OH:2])[CH2:10][CH2:11]3)[O:23][C:22]=2[CH:24]=1. The catalyst class is: 6.